Dataset: Reaction yield outcomes from USPTO patents with 853,638 reactions. Task: Predict the reaction yield, written as a fraction of the theoretical maximum amount of product (1.0 means a 100% yield; for example, 0.34 means a 34% yield). (1) The reactants are [O:1]=[C:2]([CH3:20])[C:3](=[N:8][NH:9][C:10]1[CH:15]=[CH:14][CH:13]=[C:12]([C:16]([F:19])([F:18])[F:17])[CH:11]=1)[C:4]([O:6][CH3:7])=[O:5].[CH3:21]OC(OC)N(C)C. No catalyst specified. The product is [O:1]=[C:2]1[CH:20]=[CH:21][N:9]([C:10]2[CH:15]=[CH:14][CH:13]=[C:12]([C:16]([F:17])([F:18])[F:19])[CH:11]=2)[N:8]=[C:3]1[C:4]([O:6][CH3:7])=[O:5]. The yield is 0.870. (2) The reactants are [Cl-].[NH4+].O.[Cl:4][C:5]1[CH:6]=[C:7]([C:27]([O:29][CH3:30])=[O:28])[C:8]([C:20]2[CH:25]=[CH:24][CH:23]=[C:22]([F:26])[CH:21]=2)=[C:9]([N+:17]([O-])=O)[C:10]=1[C:11]#[C:12][Si:13]([CH3:16])([CH3:15])[CH3:14]. No catalyst specified. The product is [NH2:17][C:9]1[C:10]([C:11]#[C:12][Si:13]([CH3:15])([CH3:14])[CH3:16])=[C:5]([Cl:4])[CH:6]=[C:7]([C:27]([O:29][CH3:30])=[O:28])[C:8]=1[C:20]1[CH:25]=[CH:24][CH:23]=[C:22]([F:26])[CH:21]=1. The yield is 0.860.